Dataset: Experimentally validated miRNA-target interactions with 360,000+ pairs, plus equal number of negative samples. Task: Binary Classification. Given a miRNA mature sequence and a target amino acid sequence, predict their likelihood of interaction. (1) The miRNA is hsa-miR-198 with sequence GGUCCAGAGGGGAGAUAGGUUC. The protein sequence of the target gene is MAAVAAASAELLIIGWYIFRVLLQVFLECCIYWVGFAFRNPPGTQPIARSEVFRYSLQKLAYTVSRTGRQVLGERRQRAPN. Result: 1 (interaction). (2) The miRNA is hsa-miR-7702 with sequence CUUAGACUGCCAGACUCCCUGA. The protein sequence of the target gene is MPKAKGKTRRQKFGYSVNRKRLNRNARRKAAPRIECSHIRHAWDHAKSVRQNLAEMGLAVDPNRAVPLRKRKVKAMEVDIEERPKELVRKPYVLNDLEAEASLPEKKGNTLSRDLIDYVRYMVENHGEDYKAMARDEKNYYQDTPKQIRSKINVYKRFYPAEWQDFLDSLQKRKMEVE. Result: 0 (no interaction). (3) The miRNA is rno-miR-429 with sequence UAAUACUGUCUGGUAAUGCCGU. The protein sequence of the target gene is MGGLKRKHSDLEEEEEEEKWDWSPTALRSYQQALLRISLDKVQRSLGPRAPSLRRHVLIHNTLQQLQAAIRLAPAPALPPEPLFLGEEDFSLSTTIGSILRELDTSMDEMEPPLNPAASSSPQNEIVSQADPVFLEALSSRYLGDSGLDDFFLDIDTSAVEKDVALPPPEPPHSLFCSPGSWEWNELDHIMEIILGS. Result: 0 (no interaction). (4) The miRNA is hsa-miR-3180-3p with sequence UGGGGCGGAGCUUCCGGAGGCC. The protein sequence of the target gene is MRGELWLLVLVLREAARALSPQPGAGHDEGPGSGWAAKGTVRGWNRRARESPGHVSEPDRTQLSQDLGGGTLAMDTLPDNRTRVVEDNHSYYVSRLYGPSEPHSRELWVDVAEANRSQVKIHTILSNTHRQASRVVLSFDFPFYGHPLRQITIATGGFIFMGDVIHRMLTATQYVAPLMANFNPGYSDNSTVVYFDNGTVFVVQWDHVYLQGWEDKGSFTFQAALHHDGRIVFAYKEIPMSVPEISSSQHPVKTGLSDAFMILNPSPDVPESRRRSIFEYHRIELDPSKVTSMSAVEFTP.... Result: 0 (no interaction). (5) The miRNA is rno-miR-200a-5p with sequence CAUCUUACCGGACAGUGCUGG. The protein sequence of the target gene is MSAAIAALAASYGSGSGSESDSDSESSRCPLPAADSLMHLTKSPSSKPSLAVAVDSAPEVAVKEDLETGVHLDPAVKEVQYNPTYETMFAPEFGPENPFRTQQMAAPRNMLSGYAEPAHINDFMFEQQRRTFATYGYALDPSLDNHQVSAKYIGSVEEAEKNQGLTVFETGQKKTEKRKKFKENDASNIDGFLGPWAKYVDEKDVAKPSEEEQKELDEITAKRQKKGKQEEEKPGEEKTILHVKEMYDYQGRSYLHIPQDVGVNLRSTMPPEKCYLPKKQIHVWSGHTKGVSAVRLFPLS.... Result: 0 (no interaction). (6) The miRNA is mmu-miR-138-5p with sequence AGCUGGUGUUGUGAAUCAGGCCG. The protein sequence of the target gene is MDGTETRQRRLDSCGKPGELGLPHPLSTGGLPVASEDGALRAPESQSVTPKPLETEPSRETTWSIGLQVTVPFMFAGLGLSWAGMLLDYFQHWPVFVEVKDLLTLVPPLVGLKGNLEMTLASRLSTAANTGQIDDPQEQHRVISSNLALIQVQATVVGLLAAVAALLLGVVSREEVDVAKVELLCASSVLTAFLAAFALGVLMVCIVIGARKLGVNPDNIATPIAASLGDLITLSILALVSSFFYRHKDSRYLTPLVCLSFAALTPVWVLIAKQSPPIVKILKFGWFPIILAMVISSFGG.... Result: 0 (no interaction). (7) The miRNA is hsa-miR-6780a-5p with sequence UUGGGAGGGAAGACAGCUGGAGA. The protein sequence of the target gene is MSGRGKQGGKARAKAKTRSSRAGLQFPVGRVHRLLRKGNYSERVGAGAPVYLAAVLEYLTAEILELAGNAARDNKKTRIIPRHLQLAIRNDEELNKLLGKVTIAQGGVLPNIQAVLLPKKTESHHKAKGK. Result: 0 (no interaction). (8) The miRNA is hsa-miR-501-3p with sequence AAUGCACCCGGGCAAGGAUUCU. The protein sequence of the target gene is MEKRETFVQAVSKELVGEFLQFVQLDKEASDPFSLNELLDELSRKQKEELWQRLKNLLTDVLLESPVDGWQVVEAQGEDNMETEHGSKMRKSIEIIYAITSVILASVSVINESENYEALLECVIILNGILYALPESERKLQSSIQDLCVTWWEKGLPAKEDTGKTAFVMLLRRSLETKTGADVCRLWRIHQALYCFDYDLEESGEIKDMLLECFININYIKKEEGRRFLSCLFNWNINFIKMIHGTIKNQLQGLQKSLMVYIAEIYFRAWKKASGKILEAIENDCIQDFMFHGIHLPRRS.... Result: 1 (interaction). (9) The miRNA is hsa-miR-1224-3p with sequence CCCCACCUCCUCUCUCCUCAG. The protein sequence of the target gene is MRAFLRNQKYEDMHNIIHILQIRKLRHRLSNFPRLPGILAPETVLLPFCYKVFRKKEKVKRSQKATEFIDYSIEQSHHAILTPLQTHLTMKGSSMKCSSLSSEAILFTLTLQLTQTLGLECCLLYLSKTIHPQII. Result: 1 (interaction). (10) The miRNA is hsa-miR-518c-3p with sequence CAAAGCGCUUCUCUUUAGAGUGU. The protein sequence of the target gene is MAESAGASSFFPLVVLLLAGSGGSGPRGVQALLCACTSCLQANYTCETDGACMVSIFNLDGMEHHVRTCIPKVELVPAGKPFYCLSSEDLRNTHCCYTDYCNRIDLRVPSGHLKEPEHPSMWGPVELVGIIAGPVFLLFLIIIIVFLVINYHQRVYHNRQRLDMEDPSCEMCLSKDKTLQDLVYDLSTSGSGSGLPLFVQRTVARTIVLQEIIGKGRFGEVWRGRWRGGDVAVKIFSSREERSWFREAEIYQTVMLRHENILGFIAADNKDNGTWTQLWLVSDYHEHGSLFDYLNRYTVT.... Result: 1 (interaction).